This data is from Forward reaction prediction with 1.9M reactions from USPTO patents (1976-2016). The task is: Predict the product of the given reaction. (1) Given the reactants C(=O)([O-])[O-].[K+].[K+].Br[C:8]1[CH:13]=[CH:12][CH:11]=[CH:10][C:9]=1[Br:14].[CH:15]1[C:27]2[NH:26][C:25]3[C:20](=[CH:21][CH:22]=[CH:23][CH:24]=3)[C:19]=2[CH:18]=[CH:17][CH:16]=1, predict the reaction product. The product is: [Br:14][C:9]1[CH:10]=[CH:11][C:12]([N:26]2[C:27]3[CH:15]=[CH:16][CH:17]=[CH:18][C:19]=3[C:20]3[C:25]2=[CH:24][CH:23]=[CH:22][CH:21]=3)=[CH:13][CH:8]=1. (2) Given the reactants [CH2:1]([O:8][C:9]([N:11]1[CH2:15][C@@H:14]([N:16]2[C:24]3[C:19](=[N:20][C:21]([C:26]4[C:27]([O:35][CH3:36])=[N:28][C:29]([CH:32]([CH3:34])[CH3:33])=[CH:30][CH:31]=4)=[C:22]([CH3:25])[CH:23]=3)[C:18]([CH3:37])=[CH:17]2)[C@@H:13]([OH:38])[CH2:12]1)=[O:10])[C:2]1[CH:7]=[CH:6][CH:5]=[CH:4][CH:3]=1.[H-].[Na+].Br[CH:42]([F:44])[CH3:43], predict the reaction product. The product is: [CH2:1]([O:8][C:9]([N:11]1[CH2:15][C@@H:14]([N:16]2[C:24]3[C:19](=[N:20][C:21]([C:26]4[C:27]([O:35][CH3:36])=[N:28][C:29]([CH:32]([CH3:34])[CH3:33])=[CH:30][CH:31]=4)=[C:22]([CH3:25])[CH:23]=3)[C:18]([CH3:37])=[CH:17]2)[C@@H:13]([O:38][CH2:43][CH2:42][F:44])[CH2:12]1)=[O:10])[C:2]1[CH:7]=[CH:6][CH:5]=[CH:4][CH:3]=1.